This data is from Reaction yield outcomes from USPTO patents with 853,638 reactions. The task is: Predict the reaction yield, written as a fraction of the theoretical maximum amount of product (1.0 means a 100% yield; for example, 0.34 means a 34% yield). (1) The reactants are [CH2:1]([O:3][C:4](=[O:30])[C:5]([O:27][CH2:28][CH3:29])=[CH:6][C:7]1[CH:12]=[CH:11][C:10]([O:13][CH2:14][CH2:15][C:16]2[CH:21]=[CH:20][C:19]([O:22][S:23]([CH3:26])(=[O:25])=[O:24])=[CH:18][CH:17]=2)=[CH:9][CH:8]=1)[CH3:2]. The catalyst is C(OCC)(=O)C.[Pd]. The product is [CH2:28]([O:27][CH:5]([CH2:6][C:7]1[CH:12]=[CH:11][C:10]([O:13][CH2:14][CH2:15][C:16]2[CH:21]=[CH:20][C:19]([O:22][S:23]([CH3:26])(=[O:25])=[O:24])=[CH:18][CH:17]=2)=[CH:9][CH:8]=1)[C:4]([O:3][CH2:1][CH3:2])=[O:30])[CH3:29]. The yield is 0.980. (2) The reactants are I[C:2]1[CH:7]=[CH:6][C:5]([O:8][CH3:9])=[CH:4][C:3]=1[N+:10]([O-:12])=[O:11].C1([Mg]Cl)C=CC=CC=1.[CH3:21][C:22]([CH3:26])([CH3:25])[CH:23]=[O:24]. The catalyst is C1COCC1. The product is [CH3:9][O:8][C:5]1[CH:6]=[CH:7][C:2]([CH:23]([OH:24])[C:22]([CH3:26])([CH3:25])[CH3:21])=[C:3]([N+:10]([O-:12])=[O:11])[CH:4]=1. The yield is 0.740. (3) The reactants are [C:1]([O:5][C:6]([N:8]1[CH2:11][CH:10]([C:12]2[N:13]=[N:14][C:15](Cl)=[CH:16][C:17]=2[N:18]2[CH2:23][CH2:22][CH:21]([C:24]([CH3:32])([CH3:31])[O:25][SiH2:26][C:27]([CH3:30])([CH3:29])[CH3:28])[CH2:20][CH2:19]2)[CH2:9]1)=[O:7])([CH3:4])([CH3:3])[CH3:2]. The catalyst is CO.[Pd]. The product is [C:1]([O:5][C:6]([N:8]1[CH2:9][CH:10]([C:12]2[N:13]=[N:14][CH:15]=[CH:16][C:17]=2[N:18]2[CH2:23][CH2:22][CH:21]([C:24]([CH3:32])([CH3:31])[O:25][SiH2:26][C:27]([CH3:30])([CH3:29])[CH3:28])[CH2:20][CH2:19]2)[CH2:11]1)=[O:7])([CH3:4])([CH3:3])[CH3:2]. The yield is 0.929. (4) The reactants are [CH3:1][O:2][C:3]1[CH:8]=[CH:7][CH:6]=[CH:5][C:4]=1[C:9]1[C:14]([CH2:15][NH2:16])=[CH:13][CH:12]=[CH:11][N:10]=1.[Cl:17][C:18]1[C:23]([Cl:24])=[CH:22][CH:21]=[CH:20][C:19]=1[N:25]=[C:26]=[S:27]. The catalyst is C(=O)(O)[O-].[Na+]. The product is [Cl:17][C:18]1[C:23]([Cl:24])=[CH:22][CH:21]=[CH:20][C:19]=1[NH:25][C:26]([NH:16][CH2:15][C:14]1[C:9]([C:4]2[CH:5]=[CH:6][CH:7]=[CH:8][C:3]=2[O:2][CH3:1])=[N:10][CH:11]=[CH:12][CH:13]=1)=[S:27]. The yield is 0.850.